This data is from Forward reaction prediction with 1.9M reactions from USPTO patents (1976-2016). The task is: Predict the product of the given reaction. Given the reactants [Br:1][C:2]1[CH:3]=[C:4]2[C:9](=[CH:10][CH:11]=1)[CH:8]=[C:7]([C:12](Cl)=[O:13])[CH:6]=[CH:5]2.[CH3:15][O:16][C:17](=[O:23])[CH:18]=[C:19]([NH:21][CH3:22])[CH3:20], predict the reaction product. The product is: [CH3:15][O:16][C:17](=[O:23])[CH:18]([C:12]([C:7]1[CH:6]=[CH:5][C:4]2[C:9](=[CH:10][CH:11]=[C:2]([Br:1])[CH:3]=2)[CH:8]=1)=[O:13])/[C:19](=[N:21]/[CH3:22])/[CH3:20].